This data is from Catalyst prediction with 721,799 reactions and 888 catalyst types from USPTO. The task is: Predict which catalyst facilitates the given reaction. (1) Reactant: I[C:2]1[CH:28]=[CH:27][C:26]([CH3:29])=[CH:25][C:3]=1[C:4]([N:6]1[CH2:11][CH2:10][CH2:9][C@@H:8]([CH3:12])[C@H:7]1[CH2:13][N:14]1[C:22](=[O:23])[C:21]2[C:16](=[CH:17][CH:18]=[CH:19][CH:20]=2)[C:15]1=[O:24])=[O:5].C([Sn](CCCC)(CCCC)[C:35]1[N:40]=[CH:39][CH:38]=[CH:37][N:36]=1)CCC.[F-].[Cs+]. Product: [CH3:12][C@@H:8]1[CH2:9][CH2:10][CH2:11][N:6]([C:4](=[O:5])[C:3]2[CH:25]=[C:26]([CH3:29])[CH:27]=[CH:28][C:2]=2[C:35]2[N:40]=[CH:39][CH:38]=[CH:37][N:36]=2)[C@@H:7]1[CH2:13][N:14]1[C:22](=[O:23])[C:21]2[C:16](=[CH:17][CH:18]=[CH:19][CH:20]=2)[C:15]1=[O:24]. The catalyst class is: 555. (2) Reactant: C(=S)=S.[CH2:4]([C:6]1[O:7][C:8]2[CH:14]=[C:13]([O:15][CH3:16])[CH:12]=[CH:11][C:9]=2[CH:10]=1)[CH3:5].[C:17](Cl)(=[O:26])[C:18]1[CH:23]=[CH:22][C:21]([O:24][CH3:25])=[CH:20][CH:19]=1.[Sn](Cl)(Cl)(Cl)Cl. Product: [C:17]([C:10]1[C:9]2[CH:11]=[CH:12][C:13]([O:15][CH3:16])=[CH:14][C:8]=2[O:7][C:6]=1[CH2:4][CH3:5])(=[O:26])[C:18]1[CH:23]=[CH:22][C:21]([O:24][CH3:25])=[CH:20][CH:19]=1. The catalyst class is: 6. (3) Reactant: [CH2:1]([C@@H:4]1[C@@H:8](/[CH:9]=[CH:10]/[C@@H:11]([O:24][Si:25]([CH2:30][CH3:31])([CH2:28][CH3:29])[CH2:26][CH3:27])[CH2:12][O:13][C:14]2[CH:19]=[CH:18][CH:17]=[C:16]([C:20]([F:23])([F:22])[F:21])[CH:15]=2)[C@H:7]([O:32][Si:33]([C:36]([CH3:39])([CH3:38])[CH3:37])([CH3:35])[CH3:34])[CH2:6][C@@H:5]1[OH:40])[CH:2]=[CH2:3].[C:41](O)(=[O:47])[CH2:42][CH2:43][CH2:44][CH:45]=[CH2:46].C1(N=C=NC2CCCCC2)CCCCC1. Product: [C:41]([O:40][C@H:5]1[CH2:6][C@@H:7]([O:32][Si:33]([C:36]([CH3:37])([CH3:39])[CH3:38])([CH3:35])[CH3:34])[C@H:8](/[CH:9]=[CH:10]/[C@@H:11]([O:24][Si:25]([CH2:28][CH3:29])([CH2:26][CH3:27])[CH2:30][CH3:31])[CH2:12][O:13][C:14]2[CH:19]=[CH:18][CH:17]=[C:16]([C:20]([F:23])([F:22])[F:21])[CH:15]=2)[C@H:4]1[CH2:1][CH:2]=[CH2:3])(=[O:47])[CH2:42][CH2:43][CH2:44][CH:45]=[CH2:46]. The catalyst class is: 239. (4) Reactant: [Br:1][C:2]1[CH:3]=[C:4]([C:8](=[O:13])[CH2:9][CH2:10][CH2:11][OH:12])[CH:5]=[N:6][CH:7]=1.CC(OI1(OC(C)=O)(OC(C)=O)OC(=O)C2C=CC=CC1=2)=O. Product: [Br:1][C:2]1[CH:3]=[C:4]([C:8](=[O:13])[CH2:9][CH2:10][CH:11]=[O:12])[CH:5]=[N:6][CH:7]=1. The catalyst class is: 158. (5) Reactant: Br[C:2]1[CH:11]=[CH:10][C:5]([C:6]([O:8]C)=[O:7])=[CH:4][C:3]=1[C:12]([O:14]C)=[O:13].C([Sn]([CH2:28][CH2:29][CH2:30][CH3:31])([CH2:28][CH2:29][CH2:30][CH3:31])[CH2:28][CH2:29][CH2:30][CH3:31])C=C.[C:32]1(C)C=CC=CC=1. Product: [CH3:2][C:11]1[C:28]([CH2:29][CH:30]=[CH2:31])=[C:3]([C:12]([OH:14])=[O:13])[C:4]([CH3:32])=[C:5]([CH:10]=1)[C:6]([OH:8])=[O:7]. The catalyst class is: 257. (6) Reactant: [Cl:1][C:2]1[CH:3]=[C:4]([C:10]2[CH:14]=[CH:13][N:12]([CH2:15][C@@H:16]([NH:18][C:19]([C:21]3[N:22]=[C:23]([CH3:26])[NH:24][CH:25]=3)=[O:20])[CH3:17])[N:11]=2)[CH:5]=[CH:6][C:7]=1[C:8]#[N:9].C(=O)([O-])[O-].[Cs+].[Cs+].I[CH2:34][CH2:35][F:36].O. Product: [Cl:1][C:2]1[CH:3]=[C:4]([C:10]2[CH:14]=[CH:13][N:12]([CH2:15][C@@H:16]([NH:18][C:19]([C:21]3[N:22]=[C:23]([CH3:26])[N:24]([CH2:34][CH2:35][F:36])[CH:25]=3)=[O:20])[CH3:17])[N:11]=2)[CH:5]=[CH:6][C:7]=1[C:8]#[N:9]. The catalyst class is: 10. (7) Product: [Cl:1][C:2]1[CH:3]=[CH:4][C:5]([N:8]2[CH:35]=[CH:34][N:10]([C:11]3[CH:12]=[N:13][N:14]([C@@H:16]([C@:18]([C:26]4[CH:31]=[CH:30][C:29]([F:32])=[CH:28][C:27]=4[F:33])([OH:25])[CH2:19][N:20]4[CH:24]=[N:23][CH:22]=[N:21]4)[CH3:17])[CH:15]=3)[C:9]2=[O:42])=[CH:6][CH:7]=1. Reactant: [Cl:1][C:2]1[CH:7]=[CH:6][C:5]([NH:8][C:9](=[O:42])[N:10]([CH2:34][CH:35](OCC)OCC)[C:11]2[CH:12]=[N:13][N:14]([C@@H:16]([C@:18]([C:26]3[CH:31]=[CH:30][C:29]([F:32])=[CH:28][C:27]=3[F:33])([OH:25])[CH2:19][N:20]3[CH:24]=[N:23][CH:22]=[N:21]3)[CH3:17])[CH:15]=2)=[CH:4][CH:3]=1.Cl.C(=O)([O-])O.[Na+]. The catalyst class is: 5. (8) Reactant: [CH3:1][C:2]1[N:3]([C:8]2[CH:12]=[C:11]([CH2:13]O)[N:10]([CH3:15])[N:9]=2)[C:4]([CH3:7])=[CH:5][CH:6]=1.CC(C)(O)[C:18]#[N:19].P(OCCCC)(OCCCC)(OCCCC)=O.N(/C(N1CCCCC1)=O)=N\C(N1CCCCC1)=O. Product: [CH3:1][C:2]1[N:3]([C:8]2[CH:12]=[C:11]([CH2:13][C:18]#[N:19])[N:10]([CH3:15])[N:9]=2)[C:4]([CH3:7])=[CH:5][CH:6]=1. The catalyst class is: 188. (9) Reactant: [CH3:1][O:2][C:3]1[CH:11]=[C:10]([O:12][CH3:13])[CH:9]=[C:8]2[C:4]=1[C:5](=[O:15])C(=O)[NH:7]2.OO.Cl.C(O)(=[O:21])C. Product: [NH2:7][C:8]1[CH:9]=[C:10]([O:12][CH3:13])[CH:11]=[C:3]([O:2][CH3:1])[C:4]=1[C:5]([OH:15])=[O:21]. The catalyst class is: 74. (10) Reactant: [CH3:1][C:2]1[CH:3]=[C:4]([OH:11])[CH:5]=[CH:6][C:7]=1[S:8]C#N.O.O.O.O.O.O.O.O.O.[S-2].[Na+].[Na+].Cl. Product: [SH:8][C:7]1[CH:6]=[CH:5][C:4]([OH:11])=[CH:3][C:2]=1[CH3:1]. The catalyst class is: 8.